Dataset: Forward reaction prediction with 1.9M reactions from USPTO patents (1976-2016). Task: Predict the product of the given reaction. Given the reactants [NH2:1][C@@H:2]([CH2:29][C:30]1[CH:35]=[CH:34][CH:33]=[CH:32][CH:31]=1)[CH2:3][NH:4][C:5]1[N:6]([CH3:28])[C:7](=[O:27])[C:8]([N:17]2[CH2:25][C:24]3[C:19](=[CH:20][CH:21]=[CH:22][CH:23]=3)[C:18]2=[O:26])=[C:9]([C:11]2[CH:16]=[CH:15][N:14]=[CH:13][CH:12]=2)[N:10]=1.[2H]C([2H])([2H])C#N.[2H]O[2H], predict the reaction product. The product is: [NH2:1][C@@H:2]([CH2:29][CH:30]1[CH2:35][CH2:34][CH2:33][CH2:32][CH2:31]1)[CH2:3][NH:4][C:5]1[N:6]([CH3:28])[C:7](=[O:27])[C:8]([N:17]2[CH2:25][C:24]3[C:19](=[CH:20][CH:21]=[CH:22][CH:23]=3)[C:18]2=[O:26])=[C:9]([C:11]2[CH:16]=[CH:15][N:14]=[CH:13][CH:12]=2)[N:10]=1.